This data is from Reaction yield outcomes from USPTO patents with 853,638 reactions. The task is: Predict the reaction yield, written as a fraction of the theoretical maximum amount of product (1.0 means a 100% yield; for example, 0.34 means a 34% yield). (1) The catalyst is ClCCl. The yield is 0.510. The product is [C:39]([N:43]1[CH:47]=[C:46]([NH:48][C:31]([NH:4][C:3]2[CH:5]=[CH:6][C:7]([O:9][C:10]3[C:11]4[N:18]([CH3:19])[CH:17]=[CH:16][C:12]=4[N:13]=[CH:14][N:15]=3)=[CH:8][C:2]=2[Cl:1])=[O:37])[CH:45]=[N:44]1)([CH3:42])([CH3:41])[CH3:40]. The reactants are [Cl:1][C:2]1[CH:8]=[C:7]([O:9][C:10]2[C:11]3[N:18]([CH3:19])[CH:17]=[CH:16][C:12]=3[N:13]=[CH:14][N:15]=2)[CH:6]=[CH:5][C:3]=1[NH2:4].C(N(CC)CC)C.ClC(Cl)(O[C:31](=[O:37])OC(Cl)(Cl)Cl)Cl.[C:39]([N:43]1[CH:47]=[C:46]([NH2:48])[CH:45]=[N:44]1)([CH3:42])([CH3:41])[CH3:40]. (2) The reactants are [Cl:1][C:2]1[CH:7]=[CH:6][C:5]([C@@:8]2([O:19][CH3:20])[C@H:13]([OH:14])[C@@H:12]([OH:15])[C@H:11]([OH:16])[C@@H:10]([CH2:17][OH:18])[O:9]2)=[CH:4][C:3]=1[CH2:21][C:22]1[CH:27]=[CH:26][C:25]([O:28][C:29]([F:32])([F:31])[F:30])=[CH:24][CH:23]=1.N1C=CN=C1.[Si:38](Cl)([C:41]([CH3:44])([CH3:43])[CH3:42])([CH3:40])[CH3:39].C(=O)(O)[O-].[Na+]. The catalyst is ClCCl.CN(C)C1C=CN=CC=1. The product is [Si:38]([O:18][CH2:17][C@H:10]1[O:9][C@:8]([C:5]2[CH:6]=[CH:7][C:2]([Cl:1])=[C:3]([CH2:21][C:22]3[CH:27]=[CH:26][C:25]([O:28][C:29]([F:32])([F:30])[F:31])=[CH:24][CH:23]=3)[CH:4]=2)([O:19][CH3:20])[C@H:13]([OH:14])[C@@H:12]([OH:15])[C@@H:11]1[OH:16])([C:41]([CH3:44])([CH3:43])[CH3:42])([CH3:40])[CH3:39]. The yield is 1.00. (3) The reactants are [CH2:1]([C:5]1[CH:10]=[CH:9][C:8]([C:11]#[C:12][C:13]2[CH:26]=[CH:25][C:16]([CH2:17][NH:18][CH2:19][CH2:20][CH2:21][CH2:22][CH2:23][CH3:24])=[CH:15][CH:14]=2)=[CH:7][CH:6]=1)[CH2:2][CH2:3][CH3:4].[CH3:27][C:28]1([CH3:42])[O:33][C:32]2[CH:34]=[CH:35][C:36]([C:38]([OH:40])=O)=[CH:37][C:31]=2[C:30](=[O:41])[O:29]1.CCN=C=NCCCN(C)C.Cl.C1C=CC2N(O)N=NC=2C=1.CCN(C(C)C)C(C)C. The catalyst is C(Cl)Cl. The product is [CH2:1]([C:5]1[CH:10]=[CH:9][C:8]([C:11]#[C:12][C:13]2[CH:26]=[CH:25][C:16]([CH2:17][N:18]([CH2:19][CH2:20][CH2:21][CH2:22][CH2:23][CH3:24])[C:38]([C:36]3[CH:35]=[CH:34][C:32]4[O:33][C:28]([CH3:27])([CH3:42])[O:29][C:30](=[O:41])[C:31]=4[CH:37]=3)=[O:40])=[CH:15][CH:14]=2)=[CH:7][CH:6]=1)[CH2:2][CH2:3][CH3:4]. The yield is 0.470. (4) The reactants are Br[C:2]1[CH:3]=[CH:4][C:5]2[N:6]([N:8]=[C:9]([NH:11][C:12](=[O:19])[C:13]3[CH:18]=[CH:17][CH:16]=[N:15][CH:14]=3)[N:10]=2)[CH:7]=1.[C:20]1(B(O)O)[CH:25]=[CH:24][CH:23]=[CH:22][CH:21]=1. No catalyst specified. The product is [C:20]1([C:2]2[CH:3]=[CH:4][C:5]3[N:6]([N:8]=[C:9]([NH:11][C:12](=[O:19])[C:13]4[CH:18]=[CH:17][CH:16]=[N:15][CH:14]=4)[N:10]=3)[CH:7]=2)[CH:25]=[CH:24][CH:23]=[CH:22][CH:21]=1. The yield is 0.560. (5) The reactants are [Br:1][C:2]1[CH:7]=[CH:6][C:5]([C@@H:8]([N:10]2[CH2:15][CH2:14][C@@:13]([C:20]3[CH:25]=[CH:24][C:23]([F:26])=[CH:22][CH:21]=3)([CH2:16][C:17](=[O:19])[CH3:18])[O:12][C:11]2=[O:27])[CH3:9])=[CH:4][CH:3]=1.[CH3:28][Mg]Br. The catalyst is C1COCC1. The product is [Br:1][C:2]1[CH:7]=[CH:6][C:5]([C@@H:8]([N:10]2[CH2:15][CH2:14][C@@:13]([C:20]3[CH:21]=[CH:22][C:23]([F:26])=[CH:24][CH:25]=3)([CH2:16][C:17]([OH:19])([CH3:28])[CH3:18])[O:12][C:11]2=[O:27])[CH3:9])=[CH:4][CH:3]=1. The yield is 0.460. (6) The reactants are Br[C:2]1[N:3]=[C:4]([NH:10][C:11]2[CH:12]=[N:13][C:14]([N:17]3[CH2:22][CH2:21][N:20]([CH3:23])[CH2:19][CH2:18]3)=[CH:15][CH:16]=2)[C:5](=[O:9])[N:6]([CH3:8])[CH:7]=1.[C:24]([O:27][CH2:28][C:29]1[C:34]([N:35]2[CH2:47][CH2:46][N:38]3[C:39]4[CH2:40][CH2:41][CH2:42][CH2:43][C:44]=4[CH:45]=[C:37]3[C:36]2=[O:48])=[CH:33][C:32]([F:49])=[CH:31][C:30]=1B1OC(C)(C)C(C)(C)O1)(=[O:26])[CH3:25].CC([O-])=O.[Na+]. The catalyst is CC#N.C1C=CC(P(C2C=CC=CC=2)[C-]2C=CC=C2)=CC=1.C1C=CC(P(C2C=CC=CC=2)[C-]2C=CC=C2)=CC=1.Cl[Pd]Cl.[Fe+2]. The product is [C:24]([O:27][CH2:28][C:29]1[C:34]([N:35]2[CH2:47][CH2:46][N:38]3[C:39]4[CH2:40][CH2:41][CH2:42][CH2:43][C:44]=4[CH:45]=[C:37]3[C:36]2=[O:48])=[CH:33][C:32]([F:49])=[CH:31][C:30]=1[C:2]1[N:3]=[C:4]([NH:10][C:11]2[CH:12]=[N:13][C:14]([N:17]3[CH2:22][CH2:21][N:20]([CH3:23])[CH2:19][CH2:18]3)=[CH:15][CH:16]=2)[C:5](=[O:9])[N:6]([CH3:8])[CH:7]=1)(=[O:26])[CH3:25]. The yield is 0.140. (7) The reactants are [Cl:1][C:2]1[CH:6]=[N:5][N:4]([CH3:7])[C:3]=1[C:8]1[CH:9]=[C:10]([NH2:16])[CH:11]=[CH:12][C:13]=1[O:14][CH3:15].[Cl:17][C:18]1[CH:23]=[CH:22][C:21]([N:24]=[C:25]=[O:26])=[C:20]([C:27]([F:30])([F:29])[F:28])[CH:19]=1. No catalyst specified. The product is [Cl:1][C:2]1[CH:6]=[N:5][N:4]([CH3:7])[C:3]=1[C:8]1[CH:9]=[C:10]([NH:16][C:25]([NH:24][C:21]2[CH:22]=[CH:23][C:18]([Cl:17])=[CH:19][C:20]=2[C:27]([F:29])([F:28])[F:30])=[O:26])[CH:11]=[CH:12][C:13]=1[O:14][CH3:15]. The yield is 0.0800. (8) The reactants are CO[C:3]([C:5]1[CH:6]=[C:7]2[C:11](=[CH:12][CH:13]=1)[NH:10][N:9]=[CH:8]2)=[O:4].[O:14]1[CH2:18][CH2:17][CH2:16][CH:15]1[CH2:19]OS(C)(=O)=O. No catalyst specified. The product is [O:14]1[CH2:18][CH2:17][CH2:16][CH:15]1[CH2:19][N:10]1[C:11]2[C:7](=[CH:6][C:5]([CH2:3][OH:4])=[CH:13][CH:12]=2)[CH:8]=[N:9]1. The yield is 0.400.